Dataset: Antibody developability classification from SAbDab with 2,409 antibodies. Task: Regression/Classification. Given an antibody's heavy chain and light chain sequences, predict its developability. TAP uses regression for 5 developability metrics; SAbDab uses binary classification. (1) The antibody is ['EVQLVESGGGVVPPGRSLRLSCATSGFTFSNYGMHWVRQAPGKGLEWVAIIWYDGSRNFYAASVEGRFTISRDNSKNTLYLQMNSLRVEDTAVYYCARAAYYDTSGYGDYWGQGTLVTVSS', 'ESVLTQPPSVSGAPGQTVTISCTGGSSNIGAGYDVHWYQQLPGTAPKLLIYGNINRPSGVPDRFSGSKSGTSASLAITGLQAEDEADYYCQSYDRRLSGSWVFGGGTKLTVL']. Result: 0 (not developable). (2) The antibody is ['2a6i', 'DIQMTQTTSSLSASLGDRVTISCRASQDISNYLNWYQQKPDGTVKLLIYYTSRLHSGVPSRFSGSGSGTDYSLTISNLEQEDIATYFCQQGNTLPRTFGGGTKLEIK']. Result: 1 (developable). (3) Result: 0 (not developable). The antibody is ['2atk', 'PROT_7E7F8549']. (4) The antibody is ['QVQLVQSGAEVKKPGASVKVSCKASGYTFTGNYMHWVRQAPGQGLEYMGWINPKSGDTNYAQKFQGRVTMTRDTSISTVYMEVRRLRSDDTAVYYCATGWWGMDVWGQGTLVTVSS', 'DIVMTQSPSSLSASVGDRVTITCRASQNINNYLHWYQHEPGKAPKLLIYAASNLQGGVTSRFSGSGSGTDFTLTISTLQPEDFATYYCLQTHAYPLTFGGGTKVDIK']. Result: 0 (not developable). (5) The antibody is ['EVKLQESGGDLVQPGGSLKLSCAASGFTFSSYTMSWVRQTPEKRLEWVASINNGGGRTYYPDTVKGRFTISRDNAKNTLYLQMSSLKSEDTAMYYCVRHEYYYAMDYWGQGTTVTVSS', 'DIELTQTPVSLSASVGETVTITCRASENIYSYLAWYQQKQGKSPQFLVYNAKTLGEGVPSRFSGSGSGTQFSLKINSLLPEDFGSYYCQHHYGTPPLTFGGGTKLEIK']. Result: 0 (not developable).